From a dataset of Forward reaction prediction with 1.9M reactions from USPTO patents (1976-2016). Predict the product of the given reaction. Given the reactants [Br:1][C:2]1[CH:15]=[CH:14][C:5]2[N:6]([CH3:13])[C:7](=[O:12])[NH:8][S:9](=[O:11])(=[O:10])[C:4]=2[CH:3]=1.[H-].[Na+].[CH3:18][O:19][C:20]1[CH:27]=[CH:26][C:23]([CH2:24]Cl)=[CH:22][CH:21]=1, predict the reaction product. The product is: [Br:1][C:2]1[CH:15]=[CH:14][C:5]2[N:6]([CH3:13])[C:7](=[O:12])[N:8]([CH2:24][C:23]3[CH:26]=[CH:27][C:20]([O:19][CH3:18])=[CH:21][CH:22]=3)[S:9](=[O:10])(=[O:11])[C:4]=2[CH:3]=1.